From a dataset of Reaction yield outcomes from USPTO patents with 853,638 reactions. Predict the reaction yield, written as a fraction of the theoretical maximum amount of product (1.0 means a 100% yield; for example, 0.34 means a 34% yield). (1) The reactants are I[C:2]1[CH:8]=[CH:7][C:5]([NH2:6])=[CH:4][CH:3]=1.[C:9]([O:13][C:14]([N:16]1[CH2:21][CH2:20][NH:19][CH2:18][CH2:17]1)=[O:15])([CH3:12])([CH3:11])[CH3:10].P([O-])([O-])([O-])=O.[K+].[K+].[K+].C(O)CO. The catalyst is CC(O)C.[Cu](I)I. The product is [C:9]([O:13][C:14]([N:16]1[CH2:21][CH2:20][N:19]([C:2]2[CH:8]=[CH:7][C:5]([NH2:6])=[CH:4][CH:3]=2)[CH2:18][CH2:17]1)=[O:15])([CH3:12])([CH3:10])[CH3:11]. The yield is 0.430. (2) The reactants are [Br:1][C:2]1[CH:11]=[CH:10][C:9]([O:12]C)=[CH:8][C:3]=1[C:4]([O:6][CH3:7])=[O:5].B(Br)(Br)Br.CC(=O)OCC. The catalyst is C(Cl)Cl. The product is [CH3:7][O:6][C:4](=[O:5])[C:3]1[CH:8]=[C:9]([OH:12])[CH:10]=[CH:11][C:2]=1[Br:1]. The yield is 0.850.